The task is: Predict the reaction yield, written as a fraction of the theoretical maximum amount of product (1.0 means a 100% yield; for example, 0.34 means a 34% yield).. This data is from Reaction yield outcomes from USPTO patents with 853,638 reactions. The reactants are Cl.FC1C=C(C=CC=1)CN1C=C(C2C3C(=NC=C(C4C=CC(C5CCNCC5)=CC=4)C=3)N(S(C3C=CC(C)=CC=3)(=O)=O)C=2)C=N1.[F:46][C:47]1[CH:48]=[C:49]([CH:88]=[CH:89][CH:90]=1)[CH2:50][N:51]1[CH:55]=[C:54]([C:56]2[C:64]3[C:59](=[N:60][CH:61]=[C:62]([C:65]4[CH:66]=[CH:67][C:68]([N:71]5[CH2:76][CH2:75][CH:74]([OH:77])[CH2:73][CH2:72]5)=[N:69][CH:70]=4)[CH:63]=3)[N:58](S(C3C=CC(C)=CC=3)(=O)=O)[CH:57]=2)[CH:53]=[N:52]1.[OH-].[Li+]. The catalyst is C1COCC1.CO.O. The product is [F:46][C:47]1[CH:48]=[C:49]([CH:88]=[CH:89][CH:90]=1)[CH2:50][N:51]1[CH:55]=[C:54]([C:56]2[C:64]3[C:59](=[N:60][CH:61]=[C:62]([C:65]4[CH:66]=[CH:67][C:68]([N:71]5[CH2:76][CH2:75][CH:74]([OH:77])[CH2:73][CH2:72]5)=[N:69][CH:70]=4)[CH:63]=3)[NH:58][CH:57]=2)[CH:53]=[N:52]1. The yield is 0.254.